Dataset: Reaction yield outcomes from USPTO patents with 853,638 reactions. Task: Predict the reaction yield, written as a fraction of the theoretical maximum amount of product (1.0 means a 100% yield; for example, 0.34 means a 34% yield). (1) The reactants are [CH3:1][C@H:2]1[CH2:7][O:6][CH2:5][C@H:4]([CH3:8])[NH:3]1.CN(C(ON1N=NC2C=CC=NC1=2)=[N+](C)C)C.F[P-](F)(F)(F)(F)F.CCN(C(C)C)C(C)C.[NH2:42][C:43]1[CH:51]=[CH:50][C:46]([C:47](O)=[O:48])=[CH:45][N:44]=1. The catalyst is CN(C=O)C. The product is [NH2:42][C:43]1[N:44]=[CH:45][C:46]([C:47]([N:3]2[C@@H:4]([CH3:8])[CH2:5][O:6][CH2:7][C@@H:2]2[CH3:1])=[O:48])=[CH:50][CH:51]=1. The yield is 0.340. (2) The reactants are C(N(S(F)(F)[F:7])CC)C.C(=O)=O.CC(C)=O.O[C:18]1([C:31]2[CH:36]=[CH:35][CH:34]=[CH:33][CH:32]=2)[CH2:23][CH2:22][N:21]([C:24]([O:26][C:27]([CH3:30])([CH3:29])[CH3:28])=[O:25])[CH2:20][CH2:19]1.ClC1C=C(C=CC=1)C(OO)=O. The catalyst is ClCCl. The product is [F:7][C:18]1([C:31]2[CH:36]=[CH:35][CH:34]=[CH:33][CH:32]=2)[CH2:23][CH2:22][N:21]([C:24]([O:26][C:27]([CH3:30])([CH3:29])[CH3:28])=[O:25])[CH2:20][CH2:19]1. The yield is 1.00. (3) The reactants are [O:1]=[C:2]1[CH2:7][CH2:6][N:5]([C:8]([O:10][C:11]([CH3:14])([CH3:13])[CH3:12])=[O:9])[CH2:4][CH2:3]1.N1CCCC1.[F:20][C:21]1[CH:26]=[CH:25][C:24]([C:27](=[O:29])[CH3:28])=[C:23](O)[CH:22]=1. The catalyst is CO. The product is [F:20][C:21]1[CH:26]=[C:25]2[C:24]([C:27](=[O:29])[CH2:28][C:2]3([O:1]2)[CH2:3][CH2:4][N:5]([C:8]([O:10][C:11]([CH3:14])([CH3:13])[CH3:12])=[O:9])[CH2:6][CH2:7]3)=[CH:23][CH:22]=1. The yield is 0.210. (4) The catalyst is CO.[Pd]. The reactants are [F:1][C:2]1[CH:3]=[C:4]([CH:13]=[C:14]([N+:16]([O-])=O)[CH:15]=1)[CH2:5][N:6]1[CH2:11][CH2:10][N:9]([CH3:12])[CH2:8][CH2:7]1. The yield is 1.00. The product is [F:1][C:2]1[CH:15]=[C:14]([CH:13]=[C:4]([CH2:5][N:6]2[CH2:11][CH2:10][N:9]([CH3:12])[CH2:8][CH2:7]2)[CH:3]=1)[NH2:16]. (5) The yield is 0.740. The product is [Cl:24][C:25]1[CH:32]=[CH:31][C:28]([CH2:29][NH:10][C:8](=[O:9])[C:7]2[C:11]([CH3:21])=[CH:12][C:13]([N:15]3[CH2:16][CH2:17][O:18][CH2:19][CH2:20]3)=[CH:14][C:6]=2[S:3]([CH2:1][CH3:2])(=[O:5])=[O:4])=[CH:27][CH:26]=1. The catalyst is C1C=CC=CC=1.O1CCCC1.S([O-])(O)(=O)=O.C([N+](CCCC)(CCCC)CCCC)CCC.O1CCCC1. The reactants are [CH2:1]([S:3]([C:6]1[CH:14]=[C:13]([N:15]2[CH2:20][CH2:19][O:18][CH2:17][CH2:16]2)[CH:12]=[C:11]([CH3:21])[C:7]=1[C:8]([NH2:10])=[O:9])(=[O:5])=[O:4])[CH3:2].[OH-].[Na+].[Cl:24][C:25]1[CH:32]=[CH:31][C:28]([CH2:29]Br)=[CH:27][CH:26]=1. (6) The reactants are [OH:1][C:2]1[CH:7]=[CH:6][C:5]([CH2:8][CH2:9][CH2:10][OH:11])=[CH:4][CH:3]=1.Br[CH2:13][CH2:14][CH2:15][CH2:16][CH2:17][C:18]#[N:19]. The catalyst is CN(C=O)C. The product is [C:18]([CH2:17][CH2:16][CH2:15][CH2:14][CH2:13][O:1][C:2]1[CH:3]=[CH:4][C:5]([CH2:8][CH2:9][CH2:10][O:11][CH2:13][CH2:14][CH2:15][CH2:16][CH2:17][C:18]#[N:19])=[CH:6][CH:7]=1)#[N:19]. The yield is 0.300. (7) The reactants are [OH:1][C:2]1[CH:7]=[CH:6][C:5]([C:8](=[O:10])[CH3:9])=[CH:4][C:3]=1[CH3:11].[S:12](O[S:12]([C:15]([F:18])([F:17])[F:16])(=[O:14])=[O:13])([C:15]([F:18])([F:17])[F:16])(=[O:14])=[O:13].C(N(CC)CC)C. The catalyst is C(Cl)Cl. The product is [F:16][C:15]([F:18])([F:17])[S:12]([O:1][C:2]1[CH:7]=[CH:6][C:5]([C:8](=[O:10])[CH3:9])=[CH:4][C:3]=1[CH3:11])(=[O:14])=[O:13]. The yield is 0.850.